From a dataset of Full USPTO retrosynthesis dataset with 1.9M reactions from patents (1976-2016). Predict the reactants needed to synthesize the given product. (1) Given the product [NH2:7][CH2:8][C:9]([C:12]1[NH:13][C:14]([C:29]2[CH:34]=[CH:33][N:32]=[CH:31][CH:30]=2)=[C:15]([C:17]2[CH:18]=[C:22]3[C:23](=[CH:24][CH:25]=2)[C:19](=[O:37])[CH2:20][CH2:21]3)[N:16]=1)([CH3:11])[CH3:10], predict the reactants needed to synthesize it. The reactants are: C(OC(=O)[NH:7][CH2:8][C:9]([C:12]1[NH:13][C:14]([C:29]2[CH:34]=[CH:33][N:32]=[CH:31][CH:30]=2)=[C:15]([C:17]2[CH:18]=[C:19]3[C:23](=[CH:24][CH:25]=2)[C:22](=NOC)[CH2:21][CH2:20]3)[N:16]=1)([CH3:11])[CH3:10])(C)(C)C.Cl.[O:37]1CCOCC1. (2) Given the product [CH3:1][S:2][C:3]1[CH:8]=[C:7]([C:9]2[C:22]3[C:23]4=[C:24]5[C:19](=[CH:20][CH:21]=3)[CH:18]=[CH:17][CH:16]=[C:15]5[CH:14]=[CH:13][C:12]4=[CH:11][CH:10]=2)[C:41]2[CH2:40][CH2:39][C:38]3[C:43](=[CH:44][N:36]([C:30]4[CH:35]=[CH:34][CH:33]=[CH:32][CH:31]=4)[N:37]=3)[C:42]=2[C:4]=1[C:26]([O:28][CH3:29])=[O:27], predict the reactants needed to synthesize it. The reactants are: [CH3:1][S:2][C:3]1[CH:8]=[C:7]([C:9]2[C:22]3[C:23]4=[C:24]5[C:19](=[CH:20][CH:21]=3)[CH:18]=[CH:17][CH:16]=[C:15]5[CH:14]=[CH:13][C:12]4=[CH:11][CH:10]=2)OC(=O)[C:4]=1[C:26]([O:28][CH3:29])=[O:27].[C:30]1([N:36]2[CH:44]=[C:43]3[C:38]([CH2:39][CH2:40][CH2:41][C:42]3=O)=[N:37]2)[CH:35]=[CH:34][CH:33]=[CH:32][CH:31]=1.[OH-].[K+].Cl. (3) Given the product [CH:48]([C:44]1[N:43]=[C:42]([C:31]2[CH:30]=[C:29]([O:28][CH:13]3[CH2:12][CH:11]4[CH:15]([C:16](=[O:27])[N:17]([CH3:26])[CH2:18][CH2:19][CH2:20][CH2:21][CH:22]=[CH:23][CH:24]5[C:8]([C:6]([OH:7])=[O:5])([NH:9][C:10]4=[O:51])[CH2:25]5)[CH2:14]3)[C:38]3[C:33](=[C:34]([CH3:41])[C:35]([O:39][CH3:40])=[CH:36][CH:37]=3)[N:32]=2)[CH:47]=[CH:46][CH:45]=1)([CH3:50])[CH3:49], predict the reactants needed to synthesize it. The reactants are: [Li+].[OH-].C([O:5][C:6]([C:8]12[CH2:25][CH:24]1[CH:23]=[CH:22][CH2:21][CH2:20][CH2:19][CH2:18][N:17]([CH3:26])[C:16](=[O:27])[CH:15]1[CH:11]([CH2:12][CH:13]([O:28][C:29]3[C:38]4[C:33](=[C:34]([CH3:41])[C:35]([O:39][CH3:40])=[CH:36][CH:37]=4)[N:32]=[C:31]([C:42]4[CH:47]=[CH:46][CH:45]=[C:44]([CH:48]([CH3:50])[CH3:49])[N:43]=4)[CH:30]=3)[CH2:14]1)[C:10](=[O:51])[NH:9]2)=[O:7])C.C(O)(=O)C. (4) Given the product [Cl:23][C:24]1[C:31]([O:32][CH2:33][CH3:34])=[CH:30][C:27]([CH2:28][N:2]2[CH2:3][CH2:4][CH:5]([NH:8][C:9]3[O:10][C:11]4[CH:17]=[CH:16][C:15]([O:18][S:19]([CH3:22])(=[O:20])=[O:21])=[CH:14][C:12]=4[N:13]=3)[CH2:6][CH2:7]2)=[CH:26][C:25]=1[O:35][CH2:36][CH3:37], predict the reactants needed to synthesize it. The reactants are: Cl.[NH:2]1[CH2:7][CH2:6][CH:5]([NH:8][C:9]2[O:10][C:11]3[CH:17]=[CH:16][C:15]([O:18][S:19]([CH3:22])(=[O:21])=[O:20])=[CH:14][C:12]=3[N:13]=2)[CH2:4][CH2:3]1.[Cl:23][C:24]1[C:31]([O:32][CH2:33][CH3:34])=[CH:30][C:27]([CH:28]=O)=[CH:26][C:25]=1[O:35][CH2:36][CH3:37].C([BH3-])#N.[Na+].C(N(C(C)C)C(C)C)C. (5) Given the product [CH2:1]([CH:8]([C:9](=[O:11])[CH:10]=[CH:42][C:41]1[CH:27]=[CH:26][CH:25]=[CH:39][CH:40]=1)[C:12](=[O:14])[CH:13]=[CH:15][C:16]1[CH:21]=[CH:20][CH:19]=[CH:18][CH:17]=1)[C:2]1[CH:7]=[CH:6][CH:5]=[CH:4][CH:3]=1, predict the reactants needed to synthesize it. The reactants are: [CH2:1]([CH:8]([C:12](=[O:14])[CH3:13])[C:9](=[O:11])[CH3:10])[C:2]1[CH:7]=[CH:6][CH:5]=[CH:4][CH:3]=1.[CH:15](=O)[C:16]1[CH:21]=[CH:20][CH:19]=[CH:18][CH:17]=1.B(OCCCC)(OCCCC)O[CH2:25][CH2:26][CH2:27]C.[CH2:39](N)[CH2:40][CH2:41][CH3:42].Cl.